This data is from Full USPTO retrosynthesis dataset with 1.9M reactions from patents (1976-2016). The task is: Predict the reactants needed to synthesize the given product. (1) Given the product [C:22]([O:25][C:26](=[O:27])[NH:11][CH2:10][CH:8]1[S:7][C:6]2[CH:12]=[C:2]([F:1])[CH:3]=[C:4]([C:13]3[C:14]([Cl:20])=[CH:15][CH:16]=[CH:17][C:18]=3[Cl:19])[C:5]=2[O:9]1)([CH3:24])([CH3:23])[CH3:21], predict the reactants needed to synthesize it. The reactants are: [F:1][C:2]1[CH:3]=[C:4]([C:13]2[C:18]([Cl:19])=[CH:17][CH:16]=[CH:15][C:14]=2[Cl:20])[C:5]2[O:9][CH:8]([CH2:10][NH2:11])[S:7][C:6]=2[CH:12]=1.[CH3:21][C:22]([O:25][C:26](O[C:26]([O:25][C:22]([CH3:24])([CH3:23])[CH3:21])=[O:27])=[O:27])([CH3:24])[CH3:23]. (2) The reactants are: [OH:1][CH2:2][CH2:3][S:4]([O-:7])(=[O:6])=[O:5].[Na+:8].[C:9](OC(=O)C)(=[O:11])[CH3:10]. Given the product [C:9]([O:1][CH2:2][CH2:3][S:4]([O-:7])(=[O:6])=[O:5])(=[O:11])[CH3:10].[Na+:8], predict the reactants needed to synthesize it. (3) Given the product [CH3:1][N:2]([CH3:26])[CH2:3][CH2:4][N:5]([CH3:25])[C:6]1[S:7][C:8]2[CH:14]=[C:13]([NH:15][C:16]([C:17]3[CH:22]=[CH:21][C:20]([C:30]4[CH:31]=[CH:32][CH:33]=[CH:34][C:29]=4[O:28][CH3:27])=[CH:19][CH:18]=3)=[O:24])[CH:12]=[CH:11][C:9]=2[N:10]=1, predict the reactants needed to synthesize it. The reactants are: [CH3:1][N:2]([CH3:26])[CH2:3][CH2:4][N:5]([CH3:25])[C:6]1[S:7][C:8]2[CH:14]=[C:13]([NH:15][C:16](=[O:24])[C:17]3[CH:22]=[CH:21][C:20](I)=[CH:19][CH:18]=3)[CH:12]=[CH:11][C:9]=2[N:10]=1.[CH3:27][O:28][C:29]1[CH:34]=[CH:33][CH:32]=[CH:31][C:30]=1B(O)O. (4) Given the product [Br:1][C:2]1[C:3]([NH:8][C@H:9]([C:14]([OH:16])=[O:15])[CH2:10][CH:11]([CH3:12])[CH3:13])=[N:4][N:5]([CH3:7])[CH:6]=1, predict the reactants needed to synthesize it. The reactants are: [Br:1][C:2]1[C:3]([NH:8][C@H:9]([C:14]([O:16]CC2C=CC(OC)=CC=2)=[O:15])[CH2:10][CH:11]([CH3:13])[CH3:12])=[N:4][N:5]([CH3:7])[CH:6]=1.[Li+].[OH-].Cl. (5) Given the product [O:4]1[C:8]2=[C:9]([N:13]3[CH2:18][CH2:17][N:16]([CH2:19][CH2:20][C@H:21]4[CH2:26][CH2:25][C@H:24]([NH:27][C:32](=[O:33])[CH2:31][CH2:30][CH:29]([CH3:35])[CH3:28])[CH2:23][CH2:22]4)[CH2:15][CH2:14]3)[N:10]=[CH:11][CH:12]=[C:7]2[CH2:6][CH2:5]1, predict the reactants needed to synthesize it. The reactants are: Cl.Cl.Cl.[O:4]1[C:8]2=[C:9]([N:13]3[CH2:18][CH2:17][N:16]([CH2:19][CH2:20][C@H:21]4[CH2:26][CH2:25][C@H:24]([NH2:27])[CH2:23][CH2:22]4)[CH2:15][CH2:14]3)[N:10]=[CH:11][CH:12]=[C:7]2[CH2:6][CH2:5]1.[CH3:28][CH:29]([CH3:35])[CH2:30][CH2:31][C:32](O)=[O:33].